From a dataset of Reaction yield outcomes from USPTO patents with 853,638 reactions. Predict the reaction yield, written as a fraction of the theoretical maximum amount of product (1.0 means a 100% yield; for example, 0.34 means a 34% yield). (1) The reactants are [NH2:1][C:2]1[N:7]=[CH:6][N:5]=[C:4]2[N:8]([CH2:25][C@H:26]([NH:28][C:29](=[O:33])[CH2:30][C:31]#[N:32])[CH3:27])[N:9]=[C:10]([C:11]3[CH:16]=[CH:15][C:14]([O:17][C:18]4[CH:23]=[CH:22][CH:21]=[CH:20][CH:19]=4)=[CH:13][C:12]=3[F:24])[C:3]=12.[CH3:34][C:35]([NH:39][C:40](=[O:46])[O:41][C:42]([CH3:45])([CH3:44])[CH3:43])([CH3:38])[CH:36]=O. The catalyst is C(O)C. The product is [NH2:1][C:2]1[N:7]=[CH:6][N:5]=[C:4]2[N:8]([CH2:25][C@H:26]([NH:28][C:29](=[O:33])[C:30]([C:31]#[N:32])=[CH:38][C:35]([NH:39][C:40](=[O:46])[O:41][C:42]([CH3:45])([CH3:44])[CH3:43])([CH3:34])[CH3:36])[CH3:27])[N:9]=[C:10]([C:11]3[CH:16]=[CH:15][C:14]([O:17][C:18]4[CH:19]=[CH:20][CH:21]=[CH:22][CH:23]=4)=[CH:13][C:12]=3[F:24])[C:3]=12. The yield is 0.350. (2) The reactants are Br[C:2]1[CH:19]=[CH:18][C:5]2/[C:6](=[CH:15]\[C:16]#[N:17])/[C:7]3[CH:14]=[CH:13][CH:12]=[CH:11][C:8]=3[O:9][CH2:10][C:4]=2[CH:3]=1.Br[C:21]1[CH:38]=[CH:37][C:24]2/[C:25](=[CH:34]/[C:35]#[N:36])/[C:26]3[CH:33]=[CH:32][CH:31]=[CH:30][C:27]=3[O:28][CH2:29][C:23]=2[CH:22]=1.C1(P(C2C=CC=CC=2)CCCP(C2C=CC=CC=2)C2C=CC=CC=2)C=CC=CC=1.[C:68](=O)([O-])[O-:69].[Cs+].[Cs+].[OH-].[Na+].Cl.B.C1COCC1. The catalyst is C(O)C.CN(C=O)C.C1COCC1.C([O-])(=O)C.[Pd+2].C([O-])(=O)C.O.C(OCC)(=O)C. The product is [OH:28][CH2:27][C:2]1[CH:19]=[CH:18][C:5]2/[C:6](=[CH:15]\[C:16]#[N:17])/[C:7]3[CH:14]=[CH:13][CH:12]=[CH:11][C:8]=3[O:9][CH2:10][C:4]=2[CH:3]=1.[OH:69][CH2:68][C:21]1[CH:38]=[CH:37][C:24]2/[C:25](=[CH:34]/[C:35]#[N:36])/[C:26]3[CH:33]=[CH:32][CH:31]=[CH:30][C:27]=3[O:28][CH2:29][C:23]=2[CH:22]=1. The yield is 0.340.